This data is from Forward reaction prediction with 1.9M reactions from USPTO patents (1976-2016). The task is: Predict the product of the given reaction. (1) The product is: [Cl:1][C:2]1[CH:3]=[C:4]([N:10]2[C:14]([CH3:15])=[C:13]([O:16][C:17]3[CH:25]=[CH:24][C:20]([C:21]([N:31]4[CH2:32][CH2:33][CH:28]([OH:27])[CH2:29][CH2:30]4)=[O:22])=[CH:19][CH:18]=3)[C:12]([CH3:26])=[N:11]2)[CH:5]=[CH:6][C:7]=1[C:8]#[N:9]. Given the reactants [Cl:1][C:2]1[CH:3]=[C:4]([N:10]2[C:14]([CH3:15])=[C:13]([O:16][C:17]3[CH:25]=[CH:24][C:20]([C:21](O)=[O:22])=[CH:19][CH:18]=3)[C:12]([CH3:26])=[N:11]2)[CH:5]=[CH:6][C:7]=1[C:8]#[N:9].[OH:27][CH:28]1[CH2:33][CH2:32][NH:31][CH2:30][CH2:29]1, predict the reaction product. (2) Given the reactants Br[C:2]1[CH:3]=[CH:4][C:5]([CH:8]([CH:10]2[CH2:12][CH2:11]2)[OH:9])=[N:6][CH:7]=1.[F:13][C:14]1[CH:15]=[C:16]([N:29]2[CH2:33][C@H:32]([CH2:34][N:35]3[CH:39]=[CH:38][N:37]=[N:36]3)[O:31][C:30]2=[O:40])[CH:17]=[CH:18][C:19]=1B1OC(C)(C)C(C)(C)O1.C(=O)([O-])[O-].[K+].[K+], predict the reaction product. The product is: [CH:10]1([CH:8]([OH:9])[C:5]2[N:6]=[CH:7][C:2]([C:19]3[CH:18]=[CH:17][C:16]([N:29]4[CH2:33][C@H:32]([CH2:34][N:35]5[CH:39]=[CH:38][N:37]=[N:36]5)[O:31][C:30]4=[O:40])=[CH:15][C:14]=3[F:13])=[CH:3][CH:4]=2)[CH2:12][CH2:11]1. (3) Given the reactants [F:1][C:2]([F:40])([F:39])[C:3]1[CH:4]=[C:5]([C@H:13]([O:15][C@H:16]2[CH2:21][CH2:20][N:19]([C:22]([C@H:24]3[CH2:29][CH2:28][C@H:27]([C:30]([OH:32])=O)[CH2:26][CH2:25]3)=[O:23])[CH2:18][C@H:17]2[C:33]2[CH:38]=[CH:37][CH:36]=[CH:35][CH:34]=2)[CH3:14])[CH:6]=[C:7]([C:9]([F:12])([F:11])[F:10])[CH:8]=1.[NH3:41].C(O)C, predict the reaction product. The product is: [F:1][C:2]([F:40])([F:39])[C:3]1[CH:4]=[C:5]([C@H:13]([O:15][C@H:16]2[CH2:21][CH2:20][N:19]([C:22]([C@H:24]3[CH2:29][CH2:28][C@H:27]([C:30]([NH2:41])=[O:32])[CH2:26][CH2:25]3)=[O:23])[CH2:18][C@H:17]2[C:33]2[CH:34]=[CH:35][CH:36]=[CH:37][CH:38]=2)[CH3:14])[CH:6]=[C:7]([C:9]([F:10])([F:12])[F:11])[CH:8]=1. (4) Given the reactants [OH:1][C:2]1[CH:7]=[CH:6][C:5]([C:8]([C:10]2[CH:15]=[CH:14][CH:13]=[CH:12][CH:11]=2)=[O:9])=[CH:4][CH:3]=1.[CH3:16][N:17]([C:21]1[CH:26]=[CH:25][CH:24]=[CH:23][CH:22]=1)[C:18](Cl)=[O:19], predict the reaction product. The product is: [C:8]([C:5]1[CH:4]=[CH:3][C:2]([O:1][C:18](=[O:19])[N:17]([CH3:16])[C:21]2[CH:26]=[CH:25][CH:24]=[CH:23][CH:22]=2)=[CH:7][CH:6]=1)(=[O:9])[C:10]1[CH:11]=[CH:12][CH:13]=[CH:14][CH:15]=1. (5) Given the reactants Br[CH2:2][C:3]1[N:4]([CH3:17])[C:5]2[C:10]([C:11]=1[C:12]([O:14][CH3:15])=[O:13])=[C:9]([Cl:16])[CH:8]=[CH:7][CH:6]=2.[NH2:18][C:19]1[CH:27]=[C:26]2[C:22]([CH:23]=[CH:24][N:25]2[CH2:28][C:29]([O:31][C:32]([CH3:35])([CH3:34])[CH3:33])=[O:30])=[CH:21][CH:20]=1.C(N(CC)CC)C, predict the reaction product. The product is: [C:32]([O:31][C:29](=[O:30])[CH2:28][N:25]1[C:26]2[C:22](=[CH:21][CH:20]=[C:19]([NH:18][CH2:2][C:3]3[N:4]([CH3:17])[C:5]4[C:10]([C:11]=3[C:12]([O:14][CH3:15])=[O:13])=[C:9]([Cl:16])[CH:8]=[CH:7][CH:6]=4)[CH:27]=2)[CH:23]=[CH:24]1)([CH3:35])([CH3:33])[CH3:34]. (6) Given the reactants [F:1][C:2]([F:14])([F:13])[O:3][C:4]1[CH:12]=[CH:11][C:7]([C:8]([OH:10])=O)=[CH:6][CH:5]=1.CN(C(ON1N=NC2C=CC=NC1=2)=[N+](C)C)C.F[P-](F)(F)(F)(F)F.CCN(C(C)C)C(C)C.[NH2:48][C:49]([CH3:70])([CH2:52][O:53][C:54]1[CH:55]=[CH:56][C:57]2[CH2:61][O:60][B:59]([OH:62])[C:58]=2[C:63]=1[C:64]1[CH:69]=[CH:68][CH:67]=[CH:66][CH:65]=1)[C:50]#[N:51], predict the reaction product. The product is: [C:50]([C:49]([NH:48][C:8](=[O:10])[C:7]1[CH:6]=[CH:5][C:4]([O:3][C:2]([F:1])([F:14])[F:13])=[CH:12][CH:11]=1)([CH3:70])[CH2:52][O:53][C:54]1[CH:55]=[CH:56][C:57]2[CH2:61][O:60][B:59]([OH:62])[C:58]=2[C:63]=1[C:64]1[CH:69]=[CH:68][CH:67]=[CH:66][CH:65]=1)#[N:51]. (7) Given the reactants [CH3:1][O:2][C:3](=[O:20])[C:4]([CH3:19])([CH3:18])[CH:5](OS(C1C=CC(C)=CC=1)(=O)=O)[CH3:6], predict the reaction product. The product is: [CH3:1][O:2][C:3](=[O:20])[C:4]([CH3:19])([CH3:18])[CH:5]=[CH2:6].